Dataset: Catalyst prediction with 721,799 reactions and 888 catalyst types from USPTO. Task: Predict which catalyst facilitates the given reaction. (1) Reactant: C([N:8]1[CH2:13][CH:12]=[C:11]([C:14]2[CH:19]=[CH:18][C:17]([CH:20]3[C:25]([CH3:27])([CH3:26])[O:24][C:23]([NH:28][C@H:29]([C:40]4[CH:45]=[CH:44][CH:43]=[CH:42][C:41]=4[F:46])[CH2:30][CH2:31][O:32][Si](C(C)(C)C)(C)C)=[N:22][S:21]3(=[O:48])=[O:47])=[CH:16][CH:15]=2)[CH2:10][CH2:9]1)(OC(C)(C)C)=O.[H][H].Cl. Product: [CH3:26][C:25]1([CH3:27])[O:24][C:23]([NH:28][C@H:29]([C:40]2[CH:45]=[CH:44][CH:43]=[CH:42][C:41]=2[F:46])[CH2:30][CH2:31][OH:32])=[N:22][S:21](=[O:48])(=[O:47])[CH:20]1[C:17]1[CH:16]=[CH:15][C:14]([CH:11]2[CH2:10][CH2:9][NH:8][CH2:13][CH2:12]2)=[CH:19][CH:18]=1. The catalyst class is: 19. (2) Product: [CH2:6]([O:7][C:8](=[C:2]([C:1]#[N:5])[C:3]#[N:4])[CH3:9])[CH3:16]. The catalyst class is: 52. Reactant: [C:1](#[N:5])[CH2:2][C:3]#[N:4].[C:6]([CH3:16])(OCC)(OCC)[O:7][CH2:8][CH3:9]. (3) Reactant: N(OC(C)(C)C)=O.N[C:9]1[C:16]([Cl:17])=[CH:15][C:12]([C:13]#[N:14])=[CH:11][N:10]=1.[ClH:18]. Product: [Cl:17][C:16]1[C:9]([Cl:18])=[N:10][CH:11]=[C:12]([CH:15]=1)[C:13]#[N:14]. The catalyst class is: 23. (4) The catalyst class is: 3. Reactant: [N:1]1([C:9]([O:11][C:12]([CH3:15])([CH3:14])[CH3:13])=[O:10])[CH2:8][CH2:7][CH2:6][C@@H:2]1[C:3]([OH:5])=O.[NH2:16][C@@H:17]([C:25]([O:27][CH2:28][C:29]1[CH:34]=[CH:33][CH:32]=[CH:31][CH:30]=1)=[O:26])[CH2:18][C:19]1[CH:24]=[CH:23][CH:22]=[CH:21][CH:20]=1.Cl.F[P-](F)(F)(F)(F)F.N1(O[P+](N(C)C)(N(C)C)N(C)C)C2C=CC=CC=2N=N1.CN1CCOCC1. Product: [N:1]1([C:9]([O:11][C:12]([CH3:15])([CH3:14])[CH3:13])=[O:10])[CH2:8][CH2:7][CH2:6][C@@H:2]1[C:3]([NH:16][C@@H:17]([C:25]([O:27][CH2:28][C:29]1[CH:34]=[CH:33][CH:32]=[CH:31][CH:30]=1)=[O:26])[CH2:18][C:19]1[CH:24]=[CH:23][CH:22]=[CH:21][CH:20]=1)=[O:5]. (5) Reactant: OO.O.[PH2]([O-])=O.[Na+].[C:8]([OH:12])(=[O:11])[CH:9]=[CH2:10].[C:13]([O:17][CH2:18][CH2:19][OH:20])(=[O:16])[CH:14]=[CH2:15].C(O)[C@@H](O)[C@H]1OC(=O)C(O)=C1O. Product: [C:8]([OH:12])(=[O:11])[CH:9]=[CH2:10].[C:13]([O:17][CH2:18][CH2:19][OH:20])(=[O:16])[CH:14]=[CH2:15]. The catalyst class is: 150. (6) Reactant: [CH2:1]([N:3]([CH2:22][CH3:23])[C:4]([CH2:6][C:7]1[CH:12]=[CH:11][C:10](OS(C(F)(F)F)(=O)=O)=[C:9]([F:21])[CH:8]=1)=[O:5])[CH3:2].[CH:24]([N:37]1[CH2:42][CH2:41][NH:40][CH2:39][CH2:38]1)([C:31]1[CH:36]=[CH:35][CH:34]=[CH:33][CH:32]=1)[C:25]1[CH:30]=[CH:29][CH:28]=[CH:27][CH:26]=1.CC(C1C=C(C(C)C)C(C2C=CC=CC=2P(C2CCCCC2)C2CCCCC2)=C(C(C)C)C=1)C.CC(C)([O-])C.[Na+]. The catalyst class is: 101. Product: [CH:24]([N:37]1[CH2:42][CH2:41][N:40]([C:10]2[CH:11]=[CH:12][C:7]([CH2:6][C:4]([N:3]([CH2:22][CH3:23])[CH2:1][CH3:2])=[O:5])=[CH:8][C:9]=2[F:21])[CH2:39][CH2:38]1)([C:31]1[CH:36]=[CH:35][CH:34]=[CH:33][CH:32]=1)[C:25]1[CH:30]=[CH:29][CH:28]=[CH:27][CH:26]=1. (7) Reactant: [CH3:1][O:2][C:3](=[O:16])[CH2:4][C:5]1[CH:10]=[C:9]([O:11][CH3:12])[C:8]([OH:13])=[C:7]([O:14][CH3:15])[CH:6]=1.C(=O)([O-])[O-].[K+].[K+].[I-].[K+]. Product: [CH3:1][O:2][C:3](=[O:16])[CH2:4][C:5]1[CH:6]=[C:7]([O:14][CH3:15])[C:8]([O:13][CH2:4][C:5]2[CH:10]=[CH:9][CH:8]=[CH:7][CH:6]=2)=[C:9]([O:11][CH3:12])[CH:10]=1. The catalyst class is: 95. (8) Reactant: [N:1]1([CH2:7][C:8]2[CH:22]=[CH:21][C:11]3[NH:12][C:13]([C:15]4[CH:19]=[CH:18][N:17](N)[N:16]=4)=[N:14][C:10]=3[CH:9]=2)[CH2:6][CH2:5][O:4][CH2:3][CH2:2]1.[F:23][C:24]1[CH:29]=[CH:28][C:27]([N:30]=[C:31]=[O:32])=[CH:26][CH:25]=1.C(O)C([NH2:39])(CO)CO. Product: [F:23][C:24]1[CH:29]=[CH:28][C:27]([N:30]([C:19]2[C:15]([C:13]3[NH:12][C:11]4[CH:21]=[CH:22][C:8]([CH2:7][N:1]5[CH2:6][CH2:5][O:4][CH2:3][CH2:2]5)=[CH:9][C:10]=4[N:14]=3)=[N:16][NH:17][CH:18]=2)[C:31]([NH2:39])=[O:32])=[CH:26][CH:25]=1. The catalyst class is: 1. (9) Reactant: [C:1]1([CH:7]=[CH:8][C:9]2[CH:14]=[CH:13][CH:12]=[CH:11][CH:10]=2)[CH:6]=[CH:5][CH:4]=[CH:3][CH:2]=1.II.C1OC1C. Product: [CH:10]1[C:9]2[CH:8]=[CH:7][C:1]3[C:6](=[CH:5][CH:4]=[CH:3][CH:2]=3)[C:14]=2[CH:13]=[CH:12][CH:11]=1. The catalyst class is: 10.